Dataset: Full USPTO retrosynthesis dataset with 1.9M reactions from patents (1976-2016). Task: Predict the reactants needed to synthesize the given product. (1) Given the product [Br:1][C:2]1[C:10]2[C:5](=[CH:6][N:7]=[CH:8][CH:9]=2)[N:4]([CH2:18][CH2:17][CH:15]2[CH2:14][O:13][C:12]([CH3:21])([CH3:11])[O:16]2)[CH:3]=1, predict the reactants needed to synthesize it. The reactants are: [Br:1][C:2]1[C:10]2[C:5](=[CH:6][N:7]=[CH:8][CH:9]=2)[NH:4][CH:3]=1.[CH3:11][C:12]1([CH3:21])[O:16][CH:15]([CH2:17][CH2:18]CO)[CH2:14][O:13]1.C1C=CC(P(C2C=CC=CC=2)C2C=CC=CC=2)=CC=1.C1C=CC(COC(/N=N/C(OCC2C=CC=CC=2)=O)=O)=CC=1. (2) Given the product [CH:11]([N:10]1[C:4]2[CH:3]=[C:2]([NH:19][C:20]3[CH:25]=[CH:24][N:23]=[C:22]([N:26]4[CH2:31][CH2:30][CH:29]([OH:32])[C:28]([CH3:34])([CH3:33])[CH2:27]4)[N:21]=3)[N:7]=[CH:6][C:5]=2[C:8]([N:14]2[CH2:18][CH2:17][CH2:16][CH2:15]2)=[N:9]1)([CH3:13])[CH3:12], predict the reactants needed to synthesize it. The reactants are: Cl[C:2]1[N:7]=[CH:6][C:5]2[C:8]([N:14]3[CH2:18][CH2:17][CH2:16][CH2:15]3)=[N:9][N:10]([CH:11]([CH3:13])[CH3:12])[C:4]=2[CH:3]=1.[NH2:19][C:20]1[CH:25]=[CH:24][N:23]=[C:22]([N:26]2[CH2:31][CH2:30][CH:29]([OH:32])[C:28]([CH3:34])([CH3:33])[CH2:27]2)[N:21]=1.CC(C)([O-])C.[Na+].C(O)(C)(C)C. (3) Given the product [CH3:18][O:17][C:13]1[CH:12]=[C:11]2[C:16]([C:7]([CH2:6][C:5]3[CH:30]=[CH:31][C:2]([O:1][C:32](=[O:37])[C:33]([CH3:36])([CH3:35])[CH3:34])=[CH:3][CH:4]=3)=[C:8]([C:20]3[CH:25]=[CH:24][C:23]([C:26]([F:29])([F:27])[F:28])=[CH:22][CH:21]=3)[C:9](=[O:19])[O:10]2)=[CH:15][CH:14]=1, predict the reactants needed to synthesize it. The reactants are: [OH:1][C:2]1[CH:31]=[CH:30][C:5]([CH2:6][C:7]2[C:16]3[C:11](=[CH:12][C:13]([O:17][CH3:18])=[CH:14][CH:15]=3)[O:10][C:9](=[O:19])[C:8]=2[C:20]2[CH:25]=[CH:24][C:23]([C:26]([F:29])([F:28])[F:27])=[CH:22][CH:21]=2)=[CH:4][CH:3]=1.[C:32](Cl)(=[O:37])[C:33]([CH3:36])([CH3:35])[CH3:34].N1C=CN=C1. (4) Given the product [CH3:18][C:2]([O:19][CH2:20][CH2:21][S:22]([CH3:25])(=[O:24])=[O:23])([CH3:1])[CH2:3][N:4]1[C:16]2[C:15]3[CH2:14][CH2:13][CH2:12][CH2:11][C:10]=3[N:9]=[C:8]([NH2:17])[C:7]=2[N:6]=[CH:5]1, predict the reactants needed to synthesize it. The reactants are: [CH3:1][C:2]([O:19][CH2:20][CH2:21][S:22]([CH3:25])(=[O:24])=[O:23])([CH3:18])[CH2:3][N:4]1[C:16]2[C:15]3[CH:14]=[CH:13][CH:12]=[CH:11][C:10]=3[N:9]=[C:8]([NH2:17])[C:7]=2[N:6]=[CH:5]1.[H][H].[OH-].[Na+].